This data is from Forward reaction prediction with 1.9M reactions from USPTO patents (1976-2016). The task is: Predict the product of the given reaction. (1) Given the reactants [CH3:1][O:2][C:3]([C:5]1[C:14]2[C:9](=[CH:10][C:11]([CH2:15]Br)=[CH:12][CH:13]=2)[CH:8]=[CH:7][CH:6]=1)=[O:4].C[Sn](C)(C)[C:19]1[N:24]=[CH:23][N:22]=[C:21]([NH:25][C:26](=[O:28])[CH3:27])[CH:20]=1, predict the reaction product. The product is: [CH3:1][O:2][C:3]([C:5]1[C:14]2[C:9](=[CH:10][C:11]([CH2:15][C:19]3[CH:20]=[C:21]([NH:25][C:26](=[O:28])[CH3:27])[N:22]=[CH:23][N:24]=3)=[CH:12][CH:13]=2)[CH:8]=[CH:7][CH:6]=1)=[O:4]. (2) Given the reactants [C:1]1([O:7][C:8](Cl)=[O:9])[CH:6]=[CH:5][CH:4]=[CH:3][CH:2]=1.N1C=CC=CC=1.[NH2:17][CH2:18][CH2:19][C:20]1[C:28]2[C:23](=[CH:24][CH:25]=[CH:26][CH:27]=2)[NH:22][CH:21]=1, predict the reaction product. The product is: [C:1]1([O:7][C:8](=[O:9])[NH:17][CH2:18][CH2:19][C:20]2[C:28]3[C:23](=[CH:24][CH:25]=[CH:26][CH:27]=3)[NH:22][CH:21]=2)[CH:6]=[CH:5][CH:4]=[CH:3][CH:2]=1. (3) The product is: [Cl:1][C:2]1[N:7]=[CH:6][C:5]([O:8][C:9]([CH3:13])([CH3:12])[CH2:10][N:33]([CH3:34])[CH3:32])=[CH:4][CH:3]=1. Given the reactants [Cl:1][C:2]1[N:7]=[CH:6][C:5]([O:8][C:9]([CH3:13])([CH3:12])[CH:10]=O)=[CH:4][CH:3]=1.C(O[BH-](OC(=O)C)OC(=O)C)(=O)C.[Na+].C(O)(=O)C.[CH3:32][NH:33][CH3:34].C(=O)(O)[O-].[Na+], predict the reaction product.